The task is: Regression. Given a peptide amino acid sequence and an MHC pseudo amino acid sequence, predict their binding affinity value. This is MHC class I binding data.. This data is from Peptide-MHC class I binding affinity with 185,985 pairs from IEDB/IMGT. The peptide sequence is SAYYLDIGF. The binding affinity (normalized) is 0.0847. The MHC is HLA-A02:01 with pseudo-sequence HLA-A02:01.